This data is from Peptide-MHC class I binding affinity with 185,985 pairs from IEDB/IMGT. The task is: Regression. Given a peptide amino acid sequence and an MHC pseudo amino acid sequence, predict their binding affinity value. This is MHC class I binding data. (1) The MHC is Patr-B0101 with pseudo-sequence Patr-B0101. The binding affinity (normalized) is 0.485. The peptide sequence is RTTAGLVGLL. (2) The peptide sequence is LLLGGTSEI. The MHC is HLA-A02:16 with pseudo-sequence HLA-A02:16. The binding affinity (normalized) is 0.936. (3) The peptide sequence is SLVWAPLILAYF. The MHC is HLA-B51:01 with pseudo-sequence HLA-B51:01. The binding affinity (normalized) is 0.0225. (4) The peptide sequence is GTDLEGKFY. The MHC is HLA-A29:02 with pseudo-sequence HLA-A29:02. The binding affinity (normalized) is 0.482. (5) The peptide sequence is YAQMWTLMYF. The MHC is HLA-B35:01 with pseudo-sequence HLA-B35:01. The binding affinity (normalized) is 0.453.